From a dataset of Full USPTO retrosynthesis dataset with 1.9M reactions from patents (1976-2016). Predict the reactants needed to synthesize the given product. (1) Given the product [Br:1][C:2]1[CH:7]=[CH:6][C:5]([C:8]2[N:13]=[C:12]3[N:14]=[C:15]([O:25][C@H:26]4[C@H:30]5[O:31][CH2:32][C@@H:33]([OH:34])[C@H:29]5[O:28][CH2:27]4)[NH:16][C:11]3=[CH:10][C:9]=2[Cl:35])=[CH:4][CH:3]=1, predict the reactants needed to synthesize it. The reactants are: [Br:1][C:2]1[CH:7]=[CH:6][C:5]([C:8]2[N:13]=[C:12]3[N:14]=[C:15]([O:25][C@H:26]4[C@H:30]5[O:31][CH2:32][C@@H:33]([OH:34])[C@H:29]5[O:28][CH2:27]4)[N:16](COCC[Si](C)(C)C)[C:11]3=[CH:10][C:9]=2[Cl:35])=[CH:4][CH:3]=1.C(O)=O.OS([O-])(=O)=O.[K+].[OH-].[Na+].Cl. (2) Given the product [Br:1][C:2]1[C:15]2[C:14]([C:18]3[CH:23]=[CH:22][CH:21]=[CH:20][CH:19]=3)([OH:16])[C:13]3[C:8](=[CH:9][CH:10]=[CH:11][CH:12]=3)[C:7]([C:2]3[CH:15]=[CH:6][CH:5]=[CH:4][CH:3]=3)([OH:17])[C:6]=2[CH:5]=[CH:4][CH:3]=1, predict the reactants needed to synthesize it. The reactants are: [Br:1][C:2]1[C:15]2[C:14](=[O:16])[C:13]3[C:8](=[CH:9][CH:10]=[CH:11][CH:12]=3)[C:7](=[O:17])[C:6]=2[CH:5]=[CH:4][CH:3]=1.[C:18]1([Li])[CH:23]=[CH:22][CH:21]=[CH:20][CH:19]=1. (3) The reactants are: [CH3:1][S:2][C:3]1[CH:12]=[CH:11][C:10]([N:13]2[CH:17]=[N:16][N:15]=[N:14]2)=[CH:9][C:4]=1[C:5]([O:7]C)=[O:6].[OH-].[Na+].Cl. Given the product [CH3:1][S:2][C:3]1[CH:12]=[CH:11][C:10]([N:13]2[CH:17]=[N:16][N:15]=[N:14]2)=[CH:9][C:4]=1[C:5]([OH:7])=[O:6], predict the reactants needed to synthesize it.